This data is from CYP3A4 inhibition data for predicting drug metabolism from PubChem BioAssay. The task is: Regression/Classification. Given a drug SMILES string, predict its absorption, distribution, metabolism, or excretion properties. Task type varies by dataset: regression for continuous measurements (e.g., permeability, clearance, half-life) or binary classification for categorical outcomes (e.g., BBB penetration, CYP inhibition). Dataset: cyp3a4_veith. (1) The compound is NS(=O)(=O)c1cc2c(cc1Cl)N=C(CCC(=O)O)N=S2(=O)O. The result is 0 (non-inhibitor). (2) The compound is C=CC[C@@H]1C=C[C@@H](O/N=C(/C)CCC(=O)OC[C@@H]2O[C@H](c3ccccc3)C=C[C@@H]2Oc2ccc(OC)cc2)[C@@H](CO)O1. The result is 1 (inhibitor). (3) The drug is CCC(C)NCc1ccc(C(=O)OC)o1.Cl. The result is 0 (non-inhibitor). (4) The compound is O=C(NNC(=O)c1ccccc1-n1cccc1)c1ccc(Cl)c(Cl)c1. The result is 1 (inhibitor). (5) The compound is CSc1nc2c(c(C(F)(F)F)n1)CC(C)CC2. The result is 0 (non-inhibitor).